Dataset: Catalyst prediction with 721,799 reactions and 888 catalyst types from USPTO. Task: Predict which catalyst facilitates the given reaction. (1) Reactant: [CH:1]1([NH:4][C:5](=[O:31])[C:6]2[CH:11]=[CH:10][C:9]([CH3:12])=[C:8]([N:13]3[C:22](=[O:23])[C:21]4[C:16](=[CH:17][CH:18]=[C:19]([O:24]N5CCCCC5)[CH:20]=4)[N:15]=[CH:14]3)[CH:7]=2)[CH2:3][CH2:2]1.IC.C(=O)([O-])[O-].[K+].[K+].C(O[CH2:44][CH3:45])(=O)C. Product: [CH:1]1([NH:4][C:5](=[O:31])[C:6]2[CH:11]=[CH:10][C:9]([CH3:12])=[C:8]([N:13]3[C:22](=[O:23])[C:21]4[C:16](=[CH:17][CH:18]=[C:19]([O:24][CH:45]5[CH2:44][CH2:14][N:13]([CH3:22])[CH2:8][CH2:7]5)[CH:20]=4)[N:15]=[CH:14]3)[CH:7]=2)[CH2:2][CH2:3]1. The catalyst class is: 3. (2) Reactant: [NH2:1][C:2]1[C:3]([S:8]([NH2:11])(=[O:10])=[O:9])=[N:4][CH:5]=[CH:6][CH:7]=1.[CH2:12]([O:14][C:15](=[O:20])[CH2:16][C:17](Cl)=O)[CH3:13]. Product: [CH2:12]([O:14][C:15](=[O:20])[CH2:16][C:17]1[NH:1][C:2]2[C:3](=[N:4][CH:5]=[CH:6][CH:7]=2)[S:8](=[O:10])(=[O:9])[N:11]=1)[CH3:13]. The catalyst class is: 155. (3) Product: [Cl:1][C:2]1[C:20]([N+:26]([O-:28])=[O:27])=[CH:19][C:5]([C:6]([NH:8][C@H:9]2[CH2:14][CH2:13][C@H:12]([C:15]([F:18])([F:17])[F:16])[CH2:11][CH2:10]2)=[O:7])=[C:4]([O:21][CH2:22][CH:23]([F:24])[F:25])[N:3]=1. The catalyst class is: 82. Reactant: [Cl:1][C:2]1[CH:20]=[CH:19][C:5]([C:6]([NH:8][C@H:9]2[CH2:14][CH2:13][C@H:12]([C:15]([F:18])([F:17])[F:16])[CH2:11][CH2:10]2)=[O:7])=[C:4]([O:21][CH2:22][CH:23]([F:25])[F:24])[N:3]=1.[N+:26]([O-])([OH:28])=[O:27]. (4) Reactant: Br[C:2]1[CH:10]=[CH:9][C:8]([C:11]([OH:13])=O)=[C:7]2[C:3]=1[C:4](CNCC1C=CC(OC)=CC=1)=[CH:5][NH:6]2.CC[N:27]=C=NCCCN(C)C.C1C=CC2N(O)N=NC=2C=1. Product: [NH:6]1[C:7]2[C:3](=[CH:2][CH:10]=[CH:9][C:8]=2[C:11]([NH2:27])=[O:13])[CH:4]=[CH:5]1. The catalyst class is: 76. (5) Reactant: [C:1]([N:9]1[CH2:14][CH2:13][N:12]([C:15]([O:17]C(C)(C)C)=[O:16])[CH2:11][CH2:10]1)(=[O:8])[C:2]1[CH:7]=[CH:6][CH:5]=[CH:4][CH:3]=1.CO.C(Cl)(Cl)[Cl:25]. Product: [ClH:25].[C:1]([N:9]1[CH2:10][CH2:11][N:12]([C:15]([O-:17])=[O:16])[CH2:13][CH2:14]1)(=[O:8])[C:2]1[CH:7]=[CH:6][CH:5]=[CH:4][CH:3]=1. The catalyst class is: 12. (6) Reactant: CN(C)[CH:3]=[CH:4][C:5]([C:7]1[CH:8]=[C:9]([NH:19][C:20](=[O:26])[O:21][C:22]([CH3:25])([CH3:24])[CH3:23])[C:10]2[C:15]([CH:16]=1)=[CH:14][CH:13]=[C:12]([O:17][CH3:18])[CH:11]=2)=O.S(O)(O)(=O)=O.[CH3:33][N:34]([CH3:38])[C:35]([NH2:37])=[NH:36].[O-]CC.[Na+].C(OCC)(=O)C. Product: [CH3:33][N:34]([CH3:38])[C:35]1[N:37]=[C:5]([C:7]2[CH:8]=[C:9]([NH:19][C:20](=[O:26])[O:21][C:22]([CH3:24])([CH3:23])[CH3:25])[C:10]3[C:15]([CH:16]=2)=[CH:14][CH:13]=[C:12]([O:17][CH3:18])[CH:11]=3)[CH:4]=[CH:3][N:36]=1. The catalyst class is: 8. (7) Reactant: [CH3:1][O:2][C:3]1[CH:4]=[C:5]2[C:10](=[O:11])[O:9][C:7](=O)[C:6]2=[CH:12][C:13]=1[O:14][CH3:15].[CH3:16][C:17]1([CH3:37])[CH:21]([C:22]2[CH:27]=[CH:26][C:25]([CH3:28])=[CH:24][CH:23]=2)[C:20]2[C:29]([CH3:36])=[C:30]([NH2:35])[C:31]([CH3:34])=[C:32]([CH3:33])[C:19]=2[O:18]1.C(N=C=NCCCN(C)C)C.ON1C2C=CC=CC=2N=N1.[OH-].[Na+]. Product: [CH3:15][O:14][C:13]1[CH:12]=[C:6]2[C:5](=[CH:4][C:3]=1[O:2][CH3:1])[C:10](=[O:11])[N:35]([C:30]1[C:31]([CH3:34])=[C:32]([CH3:33])[C:19]3[O:18][C:17]([CH3:37])([CH3:16])[CH:21]([C:22]4[CH:27]=[CH:26][C:25]([CH3:28])=[CH:24][CH:23]=4)[C:20]=3[C:29]=1[CH3:36])[C:7]2=[O:9]. The catalyst class is: 30.